From a dataset of Forward reaction prediction with 1.9M reactions from USPTO patents (1976-2016). Predict the product of the given reaction. (1) Given the reactants [OH:1][C:2]1[C:10]2[O:9][C:8](=O)[NH:7][C:6]=2[CH:5]=[CH:4][CH:3]=1.[Br:12][C:13]1[C:14]([O:23][CH3:24])=[C:15]([O:21][CH3:22])[CH:16]=[C:17]([CH:20]=1)C=O.[C:25](#N)[CH2:26][C:27]#[N:28].[NH:30]1[CH2:35]CCCC1.C([OH:38])C, predict the reaction product. The product is: [NH2:7][CH:8]1[N:28]([C:35]#[N:30])[CH:27]2[CH:26]([C:17]3[CH:16]=[C:15]([O:21][CH3:22])[C:14]([O:23][CH3:24])=[C:13]([Br:12])[CH:20]=3)[CH:25]=[C:5]3[C:6]([O:38][C:2](=[O:1])[CH:3]=[CH:4]3)=[C:10]2[O:9]1. (2) Given the reactants [O:1]1[C:5]2[CH:6]=[CH:7][C:8]([CH:10]([CH2:17][C:18]3[CH:22]=[C:21](O)[N:20]([CH2:24][C:25]([F:28])([F:27])[F:26])[N:19]=3)[CH2:11][C:12]([O:14][CH2:15][CH3:16])=[O:13])=[CH:9][C:4]=2[O:3][CH2:2]1.COC1C=CC(P2(=S)SP(=S)(C3C=CC(OC)=CC=3)[S:38]2)=CC=1, predict the reaction product. The product is: [O:1]1[C:5]2[CH:6]=[CH:7][C:8]([CH:10]([CH2:17][C:18]3[CH:22]=[C:21]([SH:38])[N:20]([CH2:24][C:25]([F:28])([F:27])[F:26])[N:19]=3)[CH2:11][C:12]([O:14][CH2:15][CH3:16])=[O:13])=[CH:9][C:4]=2[O:3][CH2:2]1. (3) Given the reactants Br[C:2]1[CH:3]=[C:4]([N:8]2[CH2:16][CH:15]3[CH2:17][N:11]4[CH2:12][CH:13]([CH2:18][CH:9]2[CH2:10]4)[CH2:14]3)[CH:5]=[N:6][CH:7]=1.[CH3:19][O:20][C:21]1[CH:22]=[C:23](B(O)O)[CH:24]=[CH:25][CH:26]=1, predict the reaction product. The product is: [CH3:19][O:20][C:21]1[CH:26]=[C:25]([C:2]2[CH:3]=[C:4]([N:8]3[CH2:16][CH:15]4[CH2:17][N:11]5[CH2:12][CH:13]([CH2:18][CH:9]3[CH2:10]5)[CH2:14]4)[CH:5]=[N:6][CH:7]=2)[CH:24]=[CH:23][CH:22]=1. (4) Given the reactants [CH3:1][C:2]1[CH:20]=[CH:19][C:5]([C:6]([NH:8][CH:9]2[C:14]([CH3:16])([CH3:15])[CH:13]3[CH2:17][C:10]2([CH3:18])[CH2:11][CH2:12]3)=[O:7])=[CH:4][C:3]=1[S:21]([N:24]1[CH2:29][CH2:28][NH:27][CH2:26][CH2:25]1)(=[O:23])=[O:22].[CH3:30][O:31][C:32](=[O:35])[CH2:33]Br.C(OC(=O)C)C.CCCCCC, predict the reaction product. The product is: [CH3:30][O:31][C:32](=[O:35])[CH2:33][N:27]1[CH2:28][CH2:29][N:24]([S:21]([C:3]2[CH:4]=[C:5]([C:6](=[O:7])[NH:8][CH:9]3[C:14]([CH3:15])([CH3:16])[CH:13]4[CH2:17][C:10]3([CH3:18])[CH2:11][CH2:12]4)[CH:19]=[CH:20][C:2]=2[CH3:1])(=[O:23])=[O:22])[CH2:25][CH2:26]1.